This data is from Forward reaction prediction with 1.9M reactions from USPTO patents (1976-2016). The task is: Predict the product of the given reaction. (1) The product is: [OH:62][CH2:48][CH2:49][O:55][C:54]([N:23]1[C:24]2[C:29](=[N:28][C:27]([O:30][CH3:31])=[CH:26][CH:25]=2)[C@@H:20]([NH:19][C:9]2[N:8]=[C:7]([CH2:6][C:5]3[CH:4]=[C:3]([C:2]([F:1])([F:41])[F:42])[CH:36]=[C:35]([C:37]([F:38])([F:39])[F:40])[CH:34]=3)[C:12]([N:13]3[CH2:14][CH2:15][O:16][CH2:17][CH2:18]3)=[CH:11][N:10]=2)[CH2:21][C@H:22]1[CH2:32][CH3:33])=[O:53]. Given the reactants [F:1][C:2]([F:42])([F:41])[C:3]1[CH:4]=[C:5]([CH:34]=[C:35]([C:37]([F:40])([F:39])[F:38])[CH:36]=1)[CH2:6][C:7]1[C:12]([N:13]2[CH2:18][CH2:17][O:16][CH2:15][CH2:14]2)=[CH:11][N:10]=[C:9]([NH:19][C@@H:20]2[C:29]3[C:24](=[CH:25][CH:26]=[C:27]([O:30][CH3:31])[N:28]=3)[NH:23][C@H:22]([CH2:32][CH3:33])[CH2:21]2)[N:8]=1.C(N([CH2:48][CH3:49])CC)C.ClC(Cl)([O:53][C:54](=O)[O:55]C(Cl)(Cl)Cl)Cl.[OH2:62], predict the reaction product. (2) Given the reactants CN1C([C:7]2[CH:24]=[CH:23][C:10]([O:11][CH2:12][C:13]3[CH:22]=[CH:21][C:20]4[C:15](=[CH:16][CH:17]=[CH:18][CH:19]=4)[N:14]=3)=[CH:9][CH:8]=2)=C(C2C=CN=CC=2)N=N1.[N:31]1[CH:36]=[CH:35][C:34]([N:37]2[CH:41]=[CH:40][N:39]=[C:38]2C2C=CC(O)=CC=2)=[CH:33][CH:32]=1.Cl.ClCC1C=CC2C(=CC=CC=2)N=1.C(=O)([O-])[O-].[Cs+].[Cs+], predict the reaction product. The product is: [N:31]1[CH:36]=[CH:35][C:34]([N:37]2[CH:41]=[CH:40][N:39]=[C:38]2[C:7]2[CH:8]=[CH:9][C:10]([O:11][CH2:12][C:13]3[CH:22]=[CH:21][C:20]4[C:15](=[CH:16][CH:17]=[CH:18][CH:19]=4)[N:14]=3)=[CH:23][CH:24]=2)=[CH:33][CH:32]=1. (3) The product is: [Cl:1][C:2]1[CH:3]=[C:4]([NH:9][C:10]2[S:11][CH:14]=[C:15]([C:17]3[CH:26]=[CH:25][C:24]4[NH:23][C:22](=[O:27])[C:21]5[NH:28][CH:29]=[CH:30][C:20]=5[C:19]=4[CH:18]=3)[N:12]=2)[CH:5]=[CH:6][C:7]=1[Cl:8].[CH2:31]([C:33]([O-:35])=[O:34])[CH3:32]. Given the reactants [Cl:1][C:2]1[CH:3]=[C:4]([NH:9][C:10]([NH2:12])=[S:11])[CH:5]=[CH:6][C:7]=1[Cl:8].Br[CH2:14][C:15]([C:17]1[CH:26]=[CH:25][C:24]2[NH:23][C:22](=[O:27])[C:21]3[NH:28][CH:29]=[CH:30][C:20]=3[C:19]=2[CH:18]=1)=O.[CH2:31]([C:33]([O-:35])=[O:34])[CH3:32], predict the reaction product. (4) Given the reactants [C:1]([C:3]1[N:8]=[CH:7][C:6]([C:9]2[CH:10]=[C:11]3[C:16](=[CH:17][CH:18]=2)[N:15]=[CH:14][C:13]([C:19](=[O:23])[CH:20]([CH3:22])[CH3:21])=[C:12]3[NH:24][C@H:25]2[CH2:30][CH2:29][C@H:28]([NH:31]C(=O)OC(C)(C)C)[CH2:27][CH2:26]2)=[CH:5][CH:4]=1)#[N:2].Cl, predict the reaction product. The product is: [NH2:31][C@H:28]1[CH2:29][CH2:30][C@H:25]([NH:24][C:12]2[C:11]3[C:16](=[CH:17][CH:18]=[C:9]([C:6]4[CH:5]=[CH:4][C:3]([C:1]#[N:2])=[N:8][CH:7]=4)[CH:10]=3)[N:15]=[CH:14][C:13]=2[C:19](=[O:23])[CH:20]([CH3:21])[CH3:22])[CH2:26][CH2:27]1. (5) Given the reactants [CH2:1]([N:5]1[C:9](=[O:10])[C:8]2([CH2:15][CH2:14][NH:13][CH2:12][CH2:11]2)[N:7]([CH2:16][CH2:17][C:18]2[CH:23]=[CH:22][C:21]([O:24][CH3:25])=[CH:20][CH:19]=2)[C:6]1=[O:26])[CH:2]([CH3:4])[CH3:3].C(N(CC)CC)C.[CH2:34]([O:36][C:37](=[O:47])[CH2:38][C:39]1[CH:44]=[CH:43][CH:42]=[C:41]([CH2:45]Br)[CH:40]=1)[CH3:35], predict the reaction product. The product is: [CH2:34]([O:36][C:37](=[O:47])[CH2:38][C:39]1[CH:44]=[CH:43][CH:42]=[C:41]([CH2:45][N:13]2[CH2:12][CH2:11][C:8]3([N:7]([CH2:16][CH2:17][C:18]4[CH:23]=[CH:22][C:21]([O:24][CH3:25])=[CH:20][CH:19]=4)[C:6](=[O:26])[N:5]([CH2:1][CH:2]([CH3:3])[CH3:4])[C:9]3=[O:10])[CH2:15][CH2:14]2)[CH:40]=1)[CH3:35]. (6) Given the reactants [C:1]([C:4]1[N:5]([CH2:12][O:13][CH2:14][CH2:15][Si:16]([CH3:19])([CH3:18])[CH3:17])[CH:6]=[C:7]([C:9]([OH:11])=O)[N:8]=1)(=[O:3])[NH2:2].[NH2:20][C@@H:21]([CH3:38])[CH2:22][N:23]1[CH:27]=[CH:26][C:25]([C:28]2[CH:35]=[C:34]([F:36])[C:31]([C:32]#[N:33])=[C:30]([Cl:37])[CH:29]=2)=[N:24]1, predict the reaction product. The product is: [Cl:37][C:30]1[CH:29]=[C:28]([C:25]2[CH:26]=[CH:27][N:23]([CH2:22][C@@H:21]([NH:20][C:9]([C:7]3[N:8]=[C:4]([C:1]([NH2:2])=[O:3])[N:5]([CH2:12][O:13][CH2:14][CH2:15][Si:16]([CH3:19])([CH3:18])[CH3:17])[CH:6]=3)=[O:11])[CH3:38])[N:24]=2)[CH:35]=[C:34]([F:36])[C:31]=1[C:32]#[N:33].